Dataset: Full USPTO retrosynthesis dataset with 1.9M reactions from patents (1976-2016). Task: Predict the reactants needed to synthesize the given product. Given the product [ClH:1].[ClH:1].[CH3:14][N:11]1[CH2:12][CH2:13][N:8]([C:3]2[C:2]([O:15][CH2:16][CH:17]3[O:22][C:21]4[CH:23]=[CH:24][CH:25]=[CH:26][C:20]=4[O:19][CH2:18]3)=[N:7][CH:6]=[CH:5][N:4]=2)[CH2:9][CH2:10]1, predict the reactants needed to synthesize it. The reactants are: [Cl:1][C:2]1[C:3]([N:8]2[CH2:13][CH2:12][N:11]([CH3:14])[CH2:10][CH2:9]2)=[N:4][CH:5]=[CH:6][N:7]=1.[OH:15][CH2:16][CH:17]1[O:22][C:21]2[CH:23]=[CH:24][CH:25]=[CH:26][C:20]=2[O:19][CH2:18]1.